Dataset: Full USPTO retrosynthesis dataset with 1.9M reactions from patents (1976-2016). Task: Predict the reactants needed to synthesize the given product. Given the product [CH3:1][S:2]([C:5]1[CH:6]=[CH:7][C:8]([N:11]2[C:15]([CH2:16][OH:17])=[CH:14][CH:13]=[N:12]2)=[CH:9][CH:10]=1)(=[O:3])=[O:4], predict the reactants needed to synthesize it. The reactants are: [CH3:1][S:2]([C:5]1[CH:10]=[CH:9][C:8]([N:11]2[C:15]([CH:16]=[O:17])=[CH:14][CH:13]=[N:12]2)=[CH:7][CH:6]=1)(=[O:4])=[O:3].[BH4-].[Na+].